From a dataset of Reaction yield outcomes from USPTO patents with 853,638 reactions. Predict the reaction yield, written as a fraction of the theoretical maximum amount of product (1.0 means a 100% yield; for example, 0.34 means a 34% yield). The reactants are [NH2:1][C:2]1[CH:10]=[C:6]([C:7]([OH:9])=[O:8])[C:5]([OH:11])=[CH:4][CH:3]=1.[F:12][C:13]([F:23])([F:22])[C:14]1[CH:21]=[CH:20][C:17]([CH2:18]Cl)=[CH:16][CH:15]=1. No catalyst specified. The product is [F:12][C:13]([F:22])([F:23])[C:14]1[CH:21]=[CH:20][C:17]([CH2:18][NH:1][C:2]2[CH:10]=[C:6]([C:7]([OH:9])=[O:8])[C:5]([OH:11])=[CH:4][CH:3]=2)=[CH:16][CH:15]=1. The yield is 0.500.